From a dataset of Forward reaction prediction with 1.9M reactions from USPTO patents (1976-2016). Predict the product of the given reaction. (1) Given the reactants [Cl:1][C:2]1[CH:3]=[C:4](/[CH:9]=[CH:10]/[C:11]([O:13]C)=[O:12])[CH:5]=[C:6]([Cl:8])[CH:7]=1.[OH-].[Na+], predict the reaction product. The product is: [Cl:1][C:2]1[CH:3]=[C:4](/[CH:9]=[CH:10]/[C:11]([OH:13])=[O:12])[CH:5]=[C:6]([Cl:8])[CH:7]=1. (2) Given the reactants [C:1]([O:5][C:6](=[O:24])[NH:7][C:8]1[CH:13]=[C:12]([N:14]2[CH2:19][CH2:18][CH2:17][CH2:16][CH2:15]2)[C:11]([Cl:20])=[CH:10][C:9]=1[N+:21]([O-])=O)([CH3:4])([CH3:3])[CH3:2].O.O.Cl[Sn]Cl, predict the reaction product. The product is: [C:1]([O:5][C:6](=[O:24])[NH:7][C:8]1[CH:13]=[C:12]([N:14]2[CH2:19][CH2:18][CH2:17][CH2:16][CH2:15]2)[C:11]([Cl:20])=[CH:10][C:9]=1[NH2:21])([CH3:4])([CH3:2])[CH3:3]. (3) Given the reactants C([O:5][C:6](=[O:31])[CH2:7][CH2:8][C:9]([N:28]=[C:29]=[O:30])([CH2:19][CH2:20][C:21]([O:23]C(C)(C)C)=[O:22])[CH2:10][CH2:11][C:12]([O:14]C(C)(C)C)=[O:13])(C)(C)C.[O:32]1[CH2:37][CH2:36][N:35]([CH2:38][CH2:39][NH2:40])[CH2:34][CH2:33]1, predict the reaction product. The product is: [C:21]([CH2:20][CH2:19][C:9]([NH:28][C:29]([NH:40][CH2:39][CH2:38][N:35]1[CH2:36][CH2:37][O:32][CH2:33][CH2:34]1)=[O:30])([CH2:10][CH2:11][C:12]([OH:14])=[O:13])[CH2:8][CH2:7][C:6]([OH:5])=[O:31])([OH:23])=[O:22]. (4) Given the reactants C(OC([N:8]1[CH2:12][CH2:11][CH2:10][C@@H:9]1[CH2:13][C:14]([OH:16])=[O:15])=O)(C)(C)C.O1CCO[CH2:19][CH2:18]1.[ClH:23], predict the reaction product. The product is: [ClH:23].[CH2:18]([O:16][C:14](=[O:15])[CH2:13][C@H:9]1[CH2:10][CH2:11][CH2:12][NH:8]1)[CH3:19]. (5) Given the reactants Cl([O-])=O.[Na+].[F:5][C:6]1[CH:13]=[CH:12][CH:11]=[CH:10][C:7]=1[CH:8]=[O:9].S(=O)(=O)([OH:16])N, predict the reaction product. The product is: [F:5][C:6]1[CH:13]=[CH:12][CH:11]=[CH:10][C:7]=1[C:8]([OH:16])=[O:9].